The task is: Predict the product of the given reaction.. This data is from Forward reaction prediction with 1.9M reactions from USPTO patents (1976-2016). Given the reactants [C:1]([C:3]1[CH:18]=[CH:17][C:6]([C:7]([NH:9][CH:10]2[CH2:16][CH2:15][CH2:14][CH2:13][CH2:12][CH2:11]2)=[O:8])=[CH:5][C:4]=1[F:19])#[N:2].CC1C=C2N=C3C(=NC(NC3=O)=O)N(C[C@H](O)[C@H](O)[C@H](O)CO)C2=CC=1C.C(O)C.[H][H], predict the reaction product. The product is: [NH2:2][CH2:1][C:3]1[CH:18]=[CH:17][C:6]([C:7]([NH:9][CH:10]2[CH2:16][CH2:15][CH2:14][CH2:13][CH2:12][CH2:11]2)=[O:8])=[CH:5][C:4]=1[F:19].